This data is from NCI-60 drug combinations with 297,098 pairs across 59 cell lines. The task is: Regression. Given two drug SMILES strings and cell line genomic features, predict the synergy score measuring deviation from expected non-interaction effect. (1) Drug 1: C1CCC(C1)C(CC#N)N2C=C(C=N2)C3=C4C=CNC4=NC=N3. Drug 2: B(C(CC(C)C)NC(=O)C(CC1=CC=CC=C1)NC(=O)C2=NC=CN=C2)(O)O. Cell line: NCI-H522. Synergy scores: CSS=13.2, Synergy_ZIP=-1.29, Synergy_Bliss=2.71, Synergy_Loewe=5.80, Synergy_HSA=3.40. (2) Drug 1: CCCS(=O)(=O)NC1=C(C(=C(C=C1)F)C(=O)C2=CNC3=C2C=C(C=N3)C4=CC=C(C=C4)Cl)F. Drug 2: CC1=C2C(C(=O)C3(C(CC4C(C3C(C(C2(C)C)(CC1OC(=O)C(C(C5=CC=CC=C5)NC(=O)OC(C)(C)C)O)O)OC(=O)C6=CC=CC=C6)(CO4)OC(=O)C)O)C)O. Cell line: SNB-19. Synergy scores: CSS=29.0, Synergy_ZIP=4.08, Synergy_Bliss=6.20, Synergy_Loewe=-27.7, Synergy_HSA=3.91. (3) Drug 1: C1=CC=C(C(=C1)C(C2=CC=C(C=C2)Cl)C(Cl)Cl)Cl. Drug 2: CC(C)NC(=O)C1=CC=C(C=C1)CNNC.Cl. Cell line: HCC-2998. Synergy scores: CSS=-8.05, Synergy_ZIP=0.199, Synergy_Bliss=-6.25, Synergy_Loewe=-10.4, Synergy_HSA=-8.66. (4) Drug 1: CC1=CC2C(CCC3(C2CCC3(C(=O)C)OC(=O)C)C)C4(C1=CC(=O)CC4)C. Drug 2: C1CCC(C(C1)N)N.C(=O)(C(=O)[O-])[O-].[Pt+4]. Cell line: NCI-H460. Synergy scores: CSS=2.27, Synergy_ZIP=-0.829, Synergy_Bliss=-0.917, Synergy_Loewe=-3.20, Synergy_HSA=-1.48. (5) Drug 1: C1=CC(=CC=C1C#N)C(C2=CC=C(C=C2)C#N)N3C=NC=N3. Drug 2: CC1=C(C(=CC=C1)Cl)NC(=O)C2=CN=C(S2)NC3=CC(=NC(=N3)C)N4CCN(CC4)CCO. Cell line: HCT116. Synergy scores: CSS=-3.90, Synergy_ZIP=5.31, Synergy_Bliss=1.10, Synergy_Loewe=-11.5, Synergy_HSA=-8.14. (6) Synergy scores: CSS=6.88, Synergy_ZIP=-5.37, Synergy_Bliss=-0.746, Synergy_Loewe=-6.80, Synergy_HSA=-2.21. Drug 1: C1=CN(C(=O)N=C1N)C2C(C(C(O2)CO)O)O.Cl. Cell line: SF-268. Drug 2: C1=CN(C=N1)CC(O)(P(=O)(O)O)P(=O)(O)O. (7) Drug 1: C1=CN(C(=O)N=C1N)C2C(C(C(O2)CO)O)O.Cl. Drug 2: C1C(C(OC1N2C=NC3=C(N=C(N=C32)Cl)N)CO)O. Cell line: M14. Synergy scores: CSS=39.2, Synergy_ZIP=-4.35, Synergy_Bliss=-0.873, Synergy_Loewe=-5.12, Synergy_HSA=1.75.